From a dataset of Retrosynthesis with 50K atom-mapped reactions and 10 reaction types from USPTO. Predict the reactants needed to synthesize the given product. (1) Given the product CC1(C(=O)NCc2cc(C(F)(F)F)cc(C(F)(F)F)c2)CCNCC1, predict the reactants needed to synthesize it. The reactants are: CC(C)(C)OC(=O)N1CCC(C)(C(=O)NCc2cc(C(F)(F)F)cc(C(F)(F)F)c2)CC1. (2) Given the product O=C1CCc2ccc(CO)cc2N1c1ccccc1, predict the reactants needed to synthesize it. The reactants are: O=C(O)c1ccc2c(c1)N(c1ccccc1)C(=O)CC2.